From a dataset of Ames mutagenicity test results for genotoxicity prediction. Regression/Classification. Given a drug SMILES string, predict its toxicity properties. Task type varies by dataset: regression for continuous values (e.g., LD50, hERG inhibition percentage) or binary classification for toxic/non-toxic outcomes (e.g., AMES mutagenicity, cardiotoxicity, hepatotoxicity). Dataset: ames. (1) The result is 0 (non-mutagenic). The compound is N=C(N)c1ccccc1. (2) The molecule is O=[N+]([O-])c1ccc2c(c1)Cc1cccc(O)c1-2. The result is 1 (mutagenic). (3) The compound is OC1c2ccc3c4ccccc4c4ccccc4c3c2C2OC2C1O. The result is 1 (mutagenic).